Task: Predict which catalyst facilitates the given reaction.. Dataset: Catalyst prediction with 721,799 reactions and 888 catalyst types from USPTO (1) Reactant: [CH2:1]([O:3][C:4]1[N:8]([C:9]2[CH:14]=[CH:13][N:12]=[C:11]([NH2:15])[N:10]=2)[C:7]2[CH:16]=[C:17]([C:20]#[CH:21])[CH:18]=[CH:19][C:6]=2[N:5]=1)[CH3:2].C([N-]C(C)C)(C)C.[Li+].[N:30]1[CH:35]=[CH:34][CH:33]=[N:32][C:31]=1[C:36](=[O:38])[CH3:37].[Cl-].[NH4+]. Product: [NH2:15][C:11]1[N:10]=[C:9]([N:8]2[C:7]3[CH:16]=[C:17]([C:20]#[C:21][C:36]([C:31]4[N:32]=[CH:33][CH:34]=[CH:35][N:30]=4)([OH:38])[CH3:37])[CH:18]=[CH:19][C:6]=3[N:5]=[C:4]2[O:3][CH2:1][CH3:2])[CH:14]=[CH:13][N:12]=1. The catalyst class is: 1. (2) Reactant: [Br:1][C:2]1[CH:3]=[C:4]2[C:14]3([CH2:18][O:17][C:16]([NH2:19])=[N:15]3)[C:10]3([CH2:13][CH2:12][CH2:11]3)[CH2:9][O:8][C:5]2=[CH:6][CH:7]=1.[C:20](O[C:20]([O:22][C:23]([CH3:26])([CH3:25])[CH3:24])=[O:21])([O:22][C:23]([CH3:26])([CH3:25])[CH3:24])=[O:21].C(N(CC)CC)C. Product: [Br:1][C:2]1[CH:3]=[C:4]2[C:14]3([CH2:18][O:17][C:16]([NH:19][C:20](=[O:21])[O:22][C:23]([CH3:26])([CH3:25])[CH3:24])=[N:15]3)[C:10]3([CH2:13][CH2:12][CH2:11]3)[CH2:9][O:8][C:5]2=[CH:6][CH:7]=1. The catalyst class is: 630. (3) Reactant: Cl[C:2]1[N:7]=[C:6]([Cl:8])[N:5]=[C:4]([Cl:9])[N:3]=1.[NH:10]1[CH2:15][CH2:14][CH:13]([C:16]([O:18][CH2:19][CH3:20])=[O:17])[CH2:12][CH2:11]1.C(N(C(C)C)CC)(C)C. Product: [Cl:9][C:4]1[N:5]=[C:6]([Cl:8])[N:7]=[C:2]([N:10]2[CH2:15][CH2:14][CH:13]([C:16]([O:18][CH2:19][CH3:20])=[O:17])[CH2:12][CH2:11]2)[N:3]=1. The catalyst class is: 4. (4) Reactant: C([N:8]1[C:16]2[C:11](=[C:12]([C:17]3[CH:26]=[C:25]4[C:20]([CH:21]=[CH:22][CH:23]=[N:24]4)=[C:19]([N:27]4[CH2:32][CH2:31][O:30][CH2:29][CH2:28]4)[N:18]=3)[CH:13]=[CH:14][CH:15]=2)[CH:10]=[CH:9]1)C1C=CC=CC=1.[Al+3].[Cl-].[Cl-].[Cl-]. Product: [NH:8]1[C:16]2[C:11](=[C:12]([C:17]3[CH:26]=[C:25]4[C:20]([CH:21]=[CH:22][CH:23]=[N:24]4)=[C:19]([N:27]4[CH2:32][CH2:31][O:30][CH2:29][CH2:28]4)[N:18]=3)[CH:13]=[CH:14][CH:15]=2)[CH:10]=[CH:9]1. The catalyst class is: 520. (5) Reactant: CON(C)[C:4](=[O:30])[CH2:5][CH:6]1[S:10][C:9]([C:11]2[NH:12][C:13]3[C:18]([CH:19]=2)=[CH:17][CH:16]=[CH:15][C:14]=3[N:20]([CH3:29])[S:21]([C:24]2[S:25][CH:26]=[CH:27][CH:28]=2)(=[O:23])=[O:22])=[N:8][CH2:7]1.O1CCC[CH2:33]1.C[Mg]Br.C(O)(=O)CC(CC(O)=O)(C(O)=O)O. Product: [CH3:29][N:20]([C:14]1[CH:15]=[CH:16][CH:17]=[C:18]2[C:13]=1[NH:12][C:11]([C:9]1[S:10][CH:6]([CH2:5][C:4](=[O:30])[CH3:33])[CH2:7][N:8]=1)=[CH:19]2)[S:21]([C:24]1[S:25][CH:26]=[CH:27][CH:28]=1)(=[O:23])=[O:22]. The catalyst class is: 7. (6) Reactant: [F:1][C:2]1[CH:10]=[CH:9][C:5]([C:6]([OH:8])=O)=[CH:4][C:3]=1[NH:11][C:12]([C:14]1[N:18]2[CH:19]=[CH:20][CH:21]=[CH:22][C:17]2=[N:16][CH:15]=1)=[O:13].CN(C(ON1N=NC2C=CC=NC1=2)=[N+](C)C)C.F[P-](F)(F)(F)(F)F.Br.[NH2:48][C@H:49]1[C:58]2[C:53](=[CH:54][CH:55]=[CH:56][CH:57]=2)[O:52][CH2:51][C@H:50]1[OH:59].C(N(C(C)C)CC)(C)C. The catalyst class is: 18. Product: [F:1][C:2]1[CH:10]=[CH:9][C:5]([C:6](=[O:8])[NH:48][C@H:49]2[C:58]3[C:53](=[CH:54][CH:55]=[CH:56][CH:57]=3)[O:52][CH2:51][C@H:50]2[OH:59])=[CH:4][C:3]=1[NH:11][C:12]([C:14]1[N:18]2[CH:19]=[CH:20][CH:21]=[CH:22][C:17]2=[N:16][CH:15]=1)=[O:13].